From a dataset of Forward reaction prediction with 1.9M reactions from USPTO patents (1976-2016). Predict the product of the given reaction. The product is: [C:1]([O:5][C:6]([NH:8][C@H:9]([C:14]([N:16]1[C@@H:23]([CH2:24][CH3:25])[CH2:22][CH2:21][C@H:17]1[C:18]([NH2:28])=[O:19])=[O:15])[CH2:10][CH:11]([CH3:13])[CH3:12])=[O:7])([CH3:3])([CH3:2])[CH3:4]. Given the reactants [C:1]([O:5][C:6]([NH:8][C@H:9]([C:14]([N:16]1[C@@H:23]([CH2:24][CH3:25])[CH2:22][CH2:21][C@H:17]1[C:18](O)=[O:19])=[O:15])[CH2:10][CH:11]([CH3:13])[CH3:12])=[O:7])([CH3:4])([CH3:3])[CH3:2].C([N:28](CC)CC)C.ClC(OCC)=O.N, predict the reaction product.